From a dataset of Catalyst prediction with 721,799 reactions and 888 catalyst types from USPTO. Predict which catalyst facilitates the given reaction. (1) Reactant: [CH3:1][C:2]1[N:7]=[C:6]([NH2:8])[CH:5]=[CH:4][N:3]=1.C[Al](C)C.C([O:15][C:16]([C:18]1[N:19]=[C:20]([CH3:35])[S:21][C:22]=1[N:23]([C:28]([O:30][CH2:31][CH:32]1[CH2:34][CH2:33]1)=[O:29])[CH2:24][CH:25]1[CH2:27][CH2:26]1)=O)C.S([O-])([O-])(=O)=O.[Na+].[Na+]. Product: [CH:32]1([CH2:31][O:30][C:28](=[O:29])[N:23]([CH2:24][CH:25]2[CH2:27][CH2:26]2)[C:22]2[S:21][C:20]([CH3:35])=[N:19][C:18]=2[C:16](=[O:15])[NH:8][C:6]2[CH:5]=[CH:4][N:3]=[C:2]([CH3:1])[N:7]=2)[CH2:33][CH2:34]1. The catalyst class is: 38. (2) Reactant: [CH:1]1([C:8]#[N:9])[CH:7]=[CH:6][CH:5]=[CH:4][CH:3]=[CH:2]1.[OH-].[Na+].[CH3:12][NH2:13]. Product: [CH3:12][N:13]1[CH:5]2[CH2:4][CH2:3][CH:2]1[C:1]([C:8]#[N:9])=[CH:7][CH2:6]2. The catalyst class is: 5. (3) Reactant: [C:1]([C:5]1[O:9][N:8]=[C:7]([C:10]2[CH:26]=[CH:25][C:13]3[C:14]4[CH:20]=[C:19]([S:21](O)(=[O:23])=[O:22])[CH:18]=[CH:17][C:15]=4[O:16][C:12]=3[CH:11]=2)[N:6]=1)([CH3:4])([CH3:3])[CH3:2].S(Cl)([Cl:29])=O. Product: [C:1]([C:5]1[O:9][N:8]=[C:7]([C:10]2[CH:26]=[CH:25][C:13]3[C:14]4[CH:20]=[C:19]([S:21]([Cl:29])(=[O:23])=[O:22])[CH:18]=[CH:17][C:15]=4[O:16][C:12]=3[CH:11]=2)[N:6]=1)([CH3:4])([CH3:3])[CH3:2]. The catalyst class is: 3. (4) Reactant: [C:1]1([C:32]2[CH:37]=[CH:36][CH:35]=[CH:34][CH:33]=2)[CH:6]=[CH:5][C:4]([N:7]=[C:8](NC#N)[NH:9][C@@H:10]([CH2:22][C:23]2[CH:28]=[CH:27][CH:26]=[CH:25][CH:24]=2)[C:11]([NH:13][CH2:14][CH2:15][CH2:16][N:17]2[CH2:21][CH2:20][CH2:19][CH2:18]2)=[O:12])=[CH:3][CH:2]=1.Cl.[O:39]1CCOCC1.N(C1C=CC(C2C=CC=CC=2)=CC=1)=C=O. The catalyst class is: 91. Product: [C:1]1([C:32]2[CH:37]=[CH:36][CH:35]=[CH:34][CH:33]=2)[CH:6]=[CH:5][C:4]([NH:7][C:8](=[O:39])[NH:9][C@@H:10]([CH2:22][C:23]2[CH:28]=[CH:27][CH:26]=[CH:25][CH:24]=2)[C:11]([NH:13][CH2:14][CH2:15][CH2:16][N:17]2[CH2:21][CH2:20][CH2:19][CH2:18]2)=[O:12])=[CH:3][CH:2]=1. (5) Reactant: Cl[C:2]1[C:3](=[O:14])[NH:4][C:5](=[O:13])[C:6]=1[C:7]1[CH:12]=[CH:11][CH:10]=[CH:9][CH:8]=1.[F:15][C:16]([F:26])([F:25])[O:17][C:18]1[CH:24]=[CH:23][C:21]([NH2:22])=[CH:20][CH:19]=1.CN1CCCC1=O.ClCCl.C=CCCCCC. Product: [C:7]1([C:6]2[C:5](=[O:13])[NH:4][C:3](=[O:14])[C:2]=2[NH:22][C:21]2[CH:23]=[CH:24][C:18]([O:17][C:16]([F:15])([F:25])[F:26])=[CH:19][CH:20]=2)[CH:12]=[CH:11][CH:10]=[CH:9][CH:8]=1. The catalyst class is: 5.